Dataset: NCI-60 drug combinations with 297,098 pairs across 59 cell lines. Task: Regression. Given two drug SMILES strings and cell line genomic features, predict the synergy score measuring deviation from expected non-interaction effect. Drug 1: CC1=C(C=C(C=C1)NC2=NC=CC(=N2)N(C)C3=CC4=NN(C(=C4C=C3)C)C)S(=O)(=O)N.Cl. Drug 2: CN(CC1=CN=C2C(=N1)C(=NC(=N2)N)N)C3=CC=C(C=C3)C(=O)NC(CCC(=O)O)C(=O)O. Cell line: PC-3. Synergy scores: CSS=43.4, Synergy_ZIP=2.14, Synergy_Bliss=1.86, Synergy_Loewe=-15.7, Synergy_HSA=2.57.